Dataset: Catalyst prediction with 721,799 reactions and 888 catalyst types from USPTO. Task: Predict which catalyst facilitates the given reaction. (1) Reactant: [NH2:1][C@@H:2]([CH2:21][S:22]([CH2:25][C:26]1[CH:31]=[CH:30][CH:29]=[CH:28][CH:27]=1)(=[O:24])=[O:23])[C:3]([NH:5][CH:6]([CH:10]([C:12]1[S:13][C:14]2[CH:20]=[CH:19][CH:18]=[CH:17][C:15]=2[N:16]=1)[OH:11])[CH2:7][CH2:8][CH3:9])=[O:4].[O:32]1[CH2:37][CH2:36][C:35](=O)[CH2:34][CH2:33]1.C([BH3-])#N. Product: [S:13]1[C:14]2[CH:20]=[CH:19][CH:18]=[CH:17][C:15]=2[N:16]=[C:12]1[CH:10]([OH:11])[CH:6]([NH:5][C:3](=[O:4])[C@@H:2]([NH:1][CH:35]1[CH2:36][CH2:37][O:32][CH2:33][CH2:34]1)[CH2:21][S:22]([CH2:25][C:26]1[CH:27]=[CH:28][CH:29]=[CH:30][CH:31]=1)(=[O:23])=[O:24])[CH2:7][CH2:8][CH3:9]. The catalyst class is: 477. (2) Reactant: [F:1][C:2]1[CH:3]=[C:4]([C@H:8]2[CH2:12][CH2:11][CH2:10][N:9]2[C:13]2[CH:18]=[CH:17][N:16]3[N:19]=[CH:20][C:21]([C:22](O)=[O:23])=[C:15]3[N:14]=2)[CH:5]=[N:6][CH:7]=1.Cl.[C:26]([NH:31][NH2:32])(=[O:30])[CH:27]([CH3:29])[CH3:28].CCN(C(C)C)C(C)C.CN(C(ON1N=NC2C=CC=NC1=2)=[N+](C)C)C.F[P-](F)(F)(F)(F)F. Product: [F:1][C:2]1[CH:3]=[C:4]([C@H:8]2[CH2:12][CH2:11][CH2:10][N:9]2[C:13]2[CH:18]=[CH:17][N:16]3[N:19]=[CH:20][C:21]([C:22]([NH:32][NH:31][C:26](=[O:30])[CH:27]([CH3:29])[CH3:28])=[O:23])=[C:15]3[N:14]=2)[CH:5]=[N:6][CH:7]=1. The catalyst class is: 3.